Dataset: Forward reaction prediction with 1.9M reactions from USPTO patents (1976-2016). Task: Predict the product of the given reaction. Given the reactants CC(OI1(OC(C)=O)(OC(C)=O)OC(=O)C2C=CC=CC1=2)=O.[Cl:23][C:24]1[N:32]=[CH:31][N:30]=[C:29]2[C:25]=1[N:26]=[CH:27][N:28]2[C@H:33]1[C@@H:37]2[O:38][C:39]([CH3:42])([CH3:41])[O:40][C@@H:36]2[C@@H:35]([CH2:43][OH:44])[O:34]1.S([O-])([O-])(=O)=S.[Na+].[Na+], predict the reaction product. The product is: [Cl:23][C:24]1[N:32]=[CH:31][N:30]=[C:29]2[C:25]=1[N:26]=[CH:27][N:28]2[C@H:33]1[C@@H:37]2[O:38][C:39]([CH3:41])([CH3:42])[O:40][C@H:36]2[C@H:35]([CH:43]=[O:44])[O:34]1.